From a dataset of Forward reaction prediction with 1.9M reactions from USPTO patents (1976-2016). Predict the product of the given reaction. (1) Given the reactants C[O:2][C:3](=[O:30])[CH2:4][CH2:5][C:6]1[CH:11]=[CH:10][C:9]([O:12][CH2:13][C:14]2[S:15][C:16]([C:19]3[CH:24]=[CH:23][C:22]([C:25]([F:28])([F:27])[F:26])=[CH:21][CH:20]=3)=[CH:17][CH:18]=2)=[CH:8][C:7]=1[CH3:29].[OH-].[Na+].C1COCC1, predict the reaction product. The product is: [CH3:29][C:7]1[CH:8]=[C:9]([O:12][CH2:13][C:14]2[S:15][C:16]([C:19]3[CH:24]=[CH:23][C:22]([C:25]([F:26])([F:27])[F:28])=[CH:21][CH:20]=3)=[CH:17][CH:18]=2)[CH:10]=[CH:11][C:6]=1[CH2:5][CH2:4][C:3]([OH:30])=[O:2]. (2) Given the reactants [CH:1]([CH:3]1[NH:7][C:6](=[O:8])[CH2:5][CH2:4]1)=[CH2:2].[OH-:9].[K+], predict the reaction product. The product is: [NH2:7][CH:3]([CH:1]=[CH2:2])[CH2:4][CH2:5][C:6]([OH:8])=[O:9]. (3) Given the reactants [NH2:1][C:2]1[CH:3]=[C:4]([CH:49]=[CH:50][CH:51]=1)[C:5]([NH:7][C:8]1[CH:13]=[C:12]([C:14]2[NH:22][C:21]3[C:20]4([CH2:27][CH2:26][CH2:25][N:24]([C:28]([O:30][C:31]([CH3:34])([CH3:33])[CH3:32])=[O:29])[CH2:23]4)[CH2:19][N:18]([CH2:35][C:36]4[C:41]([O:42][CH3:43])=[CH:40][C:39]([O:44][CH3:45])=[CH:38][C:37]=4[O:46][CH3:47])[C:17](=[O:48])[C:16]=3[CH:15]=2)[CH:11]=[CH:10][N:9]=1)=[O:6].C(N(C(C)C)CC)(C)C.[C:61](Cl)(=[O:64])[CH:62]=[CH2:63], predict the reaction product. The product is: [C:61]([NH:1][C:2]1[CH:3]=[C:4]([CH:49]=[CH:50][CH:51]=1)[C:5]([NH:7][C:8]1[CH:13]=[C:12]([C:14]2[NH:22][C:21]3[C:20]4([CH2:27][CH2:26][CH2:25][N:24]([C:28]([O:30][C:31]([CH3:34])([CH3:33])[CH3:32])=[O:29])[CH2:23]4)[CH2:19][N:18]([CH2:35][C:36]4[C:41]([O:42][CH3:43])=[CH:40][C:39]([O:44][CH3:45])=[CH:38][C:37]=4[O:46][CH3:47])[C:17](=[O:48])[C:16]=3[CH:15]=2)[CH:11]=[CH:10][N:9]=1)=[O:6])(=[O:64])[CH:62]=[CH2:63].